This data is from Full USPTO retrosynthesis dataset with 1.9M reactions from patents (1976-2016). The task is: Predict the reactants needed to synthesize the given product. (1) Given the product [CH2:24]([O:28][CH2:29][CH2:30][O:31][C:32]1[CH:33]=[CH:34][C:35]([C:2]2[CH:3]=[CH:4][C:5]([N:15]([CH2:20][CH:21]([CH3:23])[CH3:22])[CH2:16][CH:17]([CH3:19])[CH3:18])=[C:6](/[CH:8]=[CH:9]/[C:10]([O:12][CH2:13][CH3:14])=[O:11])[CH:7]=2)=[CH:36][CH:37]=1)[CH2:25][CH2:26][CH3:27], predict the reactants needed to synthesize it. The reactants are: Br[C:2]1[CH:3]=[CH:4][C:5]([N:15]([CH2:20][CH:21]([CH3:23])[CH3:22])[CH2:16][CH:17]([CH3:19])[CH3:18])=[C:6](/[CH:8]=[CH:9]/[C:10]([O:12][CH2:13][CH3:14])=[O:11])[CH:7]=1.[CH2:24]([O:28][CH2:29][CH2:30][O:31][C:32]1[CH:37]=[CH:36][C:35](OB(O)O)=[CH:34][CH:33]=1)[CH2:25][CH2:26][CH3:27].C(=O)([O-])[O-].[K+].[K+]. (2) Given the product [CH2:19]([O:21][C:22](=[O:33])[NH:23][C:24]1[CH:29]=[CH:28][C:27]([C:30]2[NH:1][C:2]3[CH:3]=[C:4]([C:5](=[O:6])[NH:7][C:8]4[CH:13]=[CH:12][CH:11]=[C:10]([Cl:14])[CH:9]=4)[CH:15]=[CH:16][C:17]=3[N:18]=2)=[C:26]([CH3:32])[CH:25]=1)[CH3:20], predict the reactants needed to synthesize it. The reactants are: [NH2:1][C:2]1[CH:3]=[C:4]([CH:15]=[CH:16][C:17]=1[NH2:18])[C:5]([NH:7][C:8]1[CH:13]=[CH:12][CH:11]=[C:10]([Cl:14])[CH:9]=1)=[O:6].[CH2:19]([O:21][C:22](=[O:33])[NH:23][C:24]1[CH:29]=[CH:28][C:27]([CH:30]=O)=[C:26]([CH3:32])[CH:25]=1)[CH3:20].